This data is from Experimentally validated miRNA-target interactions with 360,000+ pairs, plus equal number of negative samples. The task is: Binary Classification. Given a miRNA mature sequence and a target amino acid sequence, predict their likelihood of interaction. (1) The miRNA is hsa-miR-659-3p with sequence CUUGGUUCAGGGAGGGUCCCCA. The protein sequence of the target gene is MNHQQQQQQQQKAGEQQLSEPEDMEMEAGDTDDPPRITQNPVINGNVTLSDGHSNAEEDMEDDTSWRSEATFQFTVERFSRLSESVLSPPCFVRNLPWKIMVMPRFYPDRPHQKSVGFFLQCNAESDSTSWSCHAQAVLKIINYRDDDKSFSRRISHLFFHEENDWGFSNFMAWSEVTDPEKGFIDDDKVTFEVFVQADAPHGVAWDSKKHTGYVGLKNQGATCYMNSLLQTLFFTNQLRKAVYMMPTEGDDSSKSVPLALQRVFYELQHSDKPVGTKKLTKSFGWETLDSFMQHDVQEL.... Result: 0 (no interaction). (2) The protein sequence of the target gene is MAGILFEDIFDVKDIDPEGKKFDRVSRLHCESESFKMDLILDVNIQIYPVDLGDKFRLVIASTLYEDGTLDDGEYNPTDDRPSRADQFEYVMYGKVYRIEGDETSTEAATRLSAYVSYGGLLMRLQGDANNLHGFEVDSRVYLLMKKLAF. Result: 0 (no interaction). The miRNA is hsa-miR-7158-3p with sequence CUGAACUAGAGAUUGGGCCCA. (3) The miRNA is hsa-miR-4737 with sequence AUGCGAGGAUGCUGACAGUG. The protein sequence of the target gene is MSQKSWIESTLTKRECVYIIPSSKDPHRCLPGCQICQQLVRCFCGRLVKQHACFTASLAMKYSDVKLGEHFNQAIEEWSVEKHTEQSPTDAYGVINFQGGSHSYRAKYVRLSYDTKPEIILQLLLKEWQMELPKLVISVHGGMQKFELHPRIKQLLGKGLIKAAVTTGAWILTGGVNTGVAKHVGDALKEHASRSSRKICTIGIAPWGVIENRNDLVGRDVVAPYQTLLNPLSKLNVLNNLHSHFILVDDGTVGKYGAEVRLRRELEKTINQQRIHARIGQGVPVVALIFEGGPNVILTV.... Result: 0 (no interaction). (4) The miRNA is hsa-miR-125b-5p with sequence UCCCUGAGACCCUAACUUGUGA. The protein sequence of the target gene is MSQSRHRAEAPPLEREDSGTFSLGKMITAKPGKTPIQVLHEYGMKTKNIPVYECERSDVQIHVPTFTFRVTVGDITCTGEGTSKKLAKHRAAEAAINILKANASICFAVPDPLMPDPSKQPKNQLNPIGSLQELAIHHGWRLPEYTLSQEGGPAHKREYTTICRLESFMETGKGASKKQAKRNAAEKFLAKFSNISPENHISLTNVVGHSLGCTWHSLRNSPGEKINLLKRSLLSIPNTDYIQLLSEIAKEQGFNITYLDIDELSANGQYQCLAELSTSPITVCHGSGISCGNAQSDAAH.... Result: 1 (interaction). (5) The miRNA is hsa-miR-662 with sequence UCCCACGUUGUGGCCCAGCAG. Result: 0 (no interaction). The protein sequence of the target gene is MARLADYFIVVGYDHEKPGSGEGLGKIIQRFPQKDWDDTPFPQGIELFCQPGGWQLSRERKQPTFFVVVLTDIDSDRHYCSCLTFYEAEINLQGTKKEEIEGEAKVSGLIQPAEVFAPKSLVLVSRLYYPEIFRACLGLIYTVYVDSLNVSLESLIANLCACLVPAAGGSQKLFSLGAGDRQLIQTPLHDSLPITGTSVALLFQQLGIQNVLSLFCAVLTENKVLFHSASFQRLSDACRALESLMFPLKYSYPYIPILPAQLLEVLSSPTPFIIGVHSVFKTDVHELLDVIIADLDGGTI.... (6) The miRNA is hsa-miR-6849-3p with sequence ACCAGCCUGUGUCCACCUCCAG. The protein sequence of the target gene is MARGGAACKSDARLLLGRDALRPAPALLAPAVLLGAALGLGLGLWLGCRAGRQRTRHQKDDTQNLLKNLESNAQTPSETGSPSRRRKREVQMSKDKEAVDECEPPSNSNITAFALKAKVIYPINQKFRPLADGSSNPSLHENLKQAVLPHQPVEASPSSSLGSLSQGEKDDCSSSSSVHSATSDDRFLSRTFLRVNAFPEVLACESVDVDLCIYSLHLKDLLHLDTALRQEKHMMFIQIFKMCLLDLLPKKKSDDELYQKILSKQEKDLEELEKGLQVKLSNTEMSGAGDSEYITLADVE.... Result: 1 (interaction).